This data is from Reaction yield outcomes from USPTO patents with 853,638 reactions. The task is: Predict the reaction yield, written as a fraction of the theoretical maximum amount of product (1.0 means a 100% yield; for example, 0.34 means a 34% yield). The reactants are [C:1](O)(=O)C(O)=O.[CH3:7][O:8][C:9]1[CH:10]=[C:11]([CH2:17][C@:18]2([CH2:32][CH2:33][C:34]([O:36][CH3:37])=[O:35])[C:27]3[C:22](=[CH:23][C:24]([O:30][CH3:31])=[C:25]([O:28][CH3:29])[CH:26]=3)[CH2:21][CH2:20][NH:19]2)[CH:12]=[CH:13][C:14]=1[O:15][CH3:16].C(=O)(O)[O-].[Na+].ClCCl.[I:46]C. The catalyst is O.C(OCC)C. The product is [I-:46].[CH3:7][O:8][C:9]1[CH:10]=[C:11]([CH2:17][C@:18]2([CH2:32][CH2:33][C:34]([O:36][CH3:37])=[O:35])[C:27]3[C:22](=[CH:23][C:24]([O:30][CH3:31])=[C:25]([O:28][CH3:29])[CH:26]=3)[CH2:21][CH2:20][NH+:19]2[CH3:1])[CH:12]=[CH:13][C:14]=1[O:15][CH3:16]. The yield is 0.770.